From a dataset of Peptide-MHC class II binding affinity with 134,281 pairs from IEDB. Regression. Given a peptide amino acid sequence and an MHC pseudo amino acid sequence, predict their binding affinity value. This is MHC class II binding data. (1) The peptide sequence is YDEFLANVSTVLTGK. The MHC is DRB1_0802 with pseudo-sequence DRB1_0802. The binding affinity (normalized) is 0.884. (2) The MHC is HLA-DQA10501-DQB10301 with pseudo-sequence HLA-DQA10501-DQB10301. The peptide sequence is ETAYFILKLAGRWPVKVI. The binding affinity (normalized) is 0.175.